From a dataset of Forward reaction prediction with 1.9M reactions from USPTO patents (1976-2016). Predict the product of the given reaction. (1) The product is: [CH2:2]([O:4][C:5](=[O:8])[CH2:6][NH:7][C:16](=[O:20])[CH2:17][CH2:18][CH3:19])[CH3:3]. Given the reactants Cl.[CH2:2]([O:4][C:5](=[O:8])[CH2:6][NH2:7])[CH3:3].C(N(CC)CC)C.[C:16](O[C:16](=[O:20])[CH2:17][CH2:18][CH3:19])(=[O:20])[CH2:17][CH2:18][CH3:19].N1C=CC=CC=1, predict the reaction product. (2) Given the reactants Cl.Cl.[N+:3]([C:6]1[CH:11]=[CH:10][C:9]([NH:12][NH2:13])=[CH:8][CH:7]=1)([O-:5])=[O:4].C([O:16][CH2:17][CH3:18])C.[C:19](O)(=O)[CH3:20], predict the reaction product. The product is: [CH3:19][C:20]1[CH2:18][C:17](=[O:16])[N:12]([C:9]2[CH:8]=[CH:7][C:6]([N+:3]([O-:5])=[O:4])=[CH:11][CH:10]=2)[N:13]=1. (3) Given the reactants [Cl:1][C:2]1[CH:3]=[C:4]([CH:15]=[CH:16][CH:17]=1)[CH2:5][N:6]1[C:10](=[O:11])[CH2:9][CH2:8][C@@H:7]1[C:12]([OH:14])=O.[NH2:18][CH:19]([CH2:25][C:26]1[CH:31]=[CH:30][CH:29]=[CH:28][CH:27]=1)[CH:20]([OH:24])[C:21]([NH2:23])=[O:22].O[NH-].O=[N-], predict the reaction product. The product is: [NH2:23][C:21](=[O:22])[C:20](=[O:24])[CH:19]([NH:18][C:12]([C@H:7]1[CH2:8][CH2:9][C:10](=[O:11])[N:6]1[CH2:5][C:4]1[CH:15]=[CH:16][CH:17]=[C:2]([Cl:1])[CH:3]=1)=[O:14])[CH2:25][C:26]1[CH:27]=[CH:28][CH:29]=[CH:30][CH:31]=1. (4) Given the reactants Br[C:2]1[CH:7]=[CH:6][CH:5]=[C:4]([Br:8])[N:3]=1.[Li]CCCC.[CH3:14][N:15]([CH3:23])[CH:16]1[CH2:21][CH2:20][C:19](=[O:22])[CH2:18][CH2:17]1, predict the reaction product. The product is: [Br:8][C:4]1[N:3]=[C:2]([C:19]2([OH:22])[CH2:20][CH2:21][CH:16]([N:15]([CH3:23])[CH3:14])[CH2:17][CH2:18]2)[CH:7]=[CH:6][CH:5]=1. (5) Given the reactants [NH2:1][C:2](=[S:16])[C@@H:3]([NH:5]C(=O)OCC1C=CC=CC=1)[CH3:4].[F:17][C:18]([F:30])([F:29])[C:19]1[CH:28]=[CH:27][C:22]([C:23](=O)[CH2:24][Br:25])=[CH:21][CH:20]=1, predict the reaction product. The product is: [BrH:25].[F:17][C:18]([F:30])([F:29])[C:19]1[CH:28]=[CH:27][C:22]([C:23]2[N:1]=[C:2]([C@@H:3]([NH2:5])[CH3:4])[S:16][CH:24]=2)=[CH:21][CH:20]=1. (6) Given the reactants Br[C:2]1[N:3]=[CH:4][C:5]([NH:8][CH2:9][C:10]2[CH:19]=[CH:18][C:17]3[C:12](=[CH:13][CH:14]=[CH:15][CH:16]=3)[CH:11]=2)=[N:6][CH:7]=1.[C:20]([O-:23])([O-])=[O:21].[Na+].[Na+].[C:26](#[N:28])[CH3:27], predict the reaction product. The product is: [NH2:28][C@@H:26]([CH2:27][C:10]1[CH:19]=[CH:18][C:17]([C:2]2[CH:7]=[N:6][C:5]([NH:8][CH2:9][C:10]3[CH:19]=[CH:18][C:17]4[C:12](=[CH:13][CH:14]=[CH:15][CH:16]=4)[CH:11]=3)=[CH:4][N:3]=2)=[CH:12][CH:11]=1)[C:20]([OH:23])=[O:21]. (7) Given the reactants [Br:1][C:2]1[N:3]=[CH:4][C:5]2[N:6]([C:8](I)=[CH:9][N:10]=2)[CH:7]=1.[F:12][C:13]1[CH:18]=[CH:17][C:16](B(O)O)=[CH:15][CH:14]=1.C([O-])([O-])=O.[K+].[K+], predict the reaction product. The product is: [Br:1][C:2]1[N:3]=[CH:4][C:5]2[N:6]([C:8]([C:16]3[CH:17]=[CH:18][C:13]([F:12])=[CH:14][CH:15]=3)=[CH:9][N:10]=2)[CH:7]=1. (8) Given the reactants [F:1][C:2]1[CH:7]=[CH:6][C:5]([F:8])=[CH:4][C:3]=1[S:9]([NH:12][C:13]1[CH:18]=[CH:17][CH:16]=[C:15]([C:19]2[C:23]([C:24]3[CH:29]=[CH:28][N:27]=[C:26]4[NH:30][CH:31]=[CH:32][C:25]=34)=[CH:22][N:21]([CH:33]3[CH2:38][CH2:37][NH:36][CH2:35][CH2:34]3)[N:20]=2)[C:14]=1[F:39])(=[O:11])=[O:10].CO.[C:42](O)(=O)C.C([BH3-])#N.[Na+], predict the reaction product. The product is: [F:1][C:2]1[CH:7]=[CH:6][C:5]([F:8])=[CH:4][C:3]=1[S:9]([NH:12][C:13]1[CH:18]=[CH:17][CH:16]=[C:15]([C:19]2[C:23]([C:24]3[CH:29]=[CH:28][N:27]=[C:26]4[NH:30][CH:31]=[CH:32][C:25]=34)=[CH:22][N:21]([CH:33]3[CH2:34][CH2:35][N:36]([CH3:42])[CH2:37][CH2:38]3)[N:20]=2)[C:14]=1[F:39])(=[O:10])=[O:11].